Dataset: Forward reaction prediction with 1.9M reactions from USPTO patents (1976-2016). Task: Predict the product of the given reaction. (1) Given the reactants [N:1]([CH2:4][C@H:5]1[CH2:10][CH2:9][CH2:8][CH2:7][C@@H:6]1[NH:11][CH:12]1[CH2:17][CH2:16][N:15]([CH:18]2[CH2:23][CH2:22][N:21]([C:24]([O:26][C:27]([CH3:30])([CH3:29])[CH3:28])=[O:25])[CH2:20][CH2:19]2)[CH2:14][CH2:13]1)=[N+]=[N-], predict the reaction product. The product is: [NH2:1][CH2:4][C@H:5]1[CH2:10][CH2:9][CH2:8][CH2:7][C@@H:6]1[NH:11][CH:12]1[CH2:13][CH2:14][N:15]([CH:18]2[CH2:23][CH2:22][N:21]([C:24]([O:26][C:27]([CH3:30])([CH3:29])[CH3:28])=[O:25])[CH2:20][CH2:19]2)[CH2:16][CH2:17]1. (2) Given the reactants [CH2:1]([C:4]1[C:9]([C:10]([O:12][CH2:13][CH3:14])=[O:11])=[CH:8][C:7]([C:15]([O:17]CC)=O)=[C:6]([CH:20]=[CH2:21])[N:5]=1)[CH2:2][CH3:3].[NH2:22][CH:23]1[CH2:28][CH2:27][N:26]([C:29]([O:31][C:32]([CH3:35])([CH3:34])[CH3:33])=[O:30])[CH2:25][CH2:24]1.C(N(C(C)C)C(C)C)C.O, predict the reaction product. The product is: [C:32]([O:31][C:29]([N:26]1[CH2:27][CH2:28][CH:23]([N:22]2[CH2:21][CH2:20][C:6]3[N:5]=[C:4]([CH2:1][CH2:2][CH3:3])[C:9]([C:10]([O:12][CH2:13][CH3:14])=[O:11])=[CH:8][C:7]=3[C:15]2=[O:17])[CH2:24][CH2:25]1)=[O:30])([CH3:35])([CH3:33])[CH3:34]. (3) The product is: [OH:21][C:22]1[CH:27]=[CH:26][C:25]([C:2]2[CH:3]=[CH:4][N:5]3[C:10]([C:11]=2[CH3:12])=[C:9]([CH:13]2[CH2:15][CH2:14]2)[CH:8]=[C:7]([C:16]([O:18][CH3:19])=[O:17])[C:6]3=[O:20])=[CH:24][CH:23]=1. Given the reactants Cl[C:2]1[CH:3]=[CH:4][N:5]2[C:10]([C:11]=1[CH3:12])=[C:9]([CH:13]1[CH2:15][CH2:14]1)[CH:8]=[C:7]([C:16]([O:18][CH3:19])=[O:17])[C:6]2=[O:20].[OH:21][C:22]1[CH:27]=[CH:26][C:25](B(O)O)=[CH:24][CH:23]=1, predict the reaction product. (4) Given the reactants [CH3:1][O:2][C:3](=[O:14])[C:4]1[CH:9]=[CH:8][C:7]([N+:10]([O-:12])=[O:11])=[CH:6][C:5]=1[CH3:13].C(O[CH:20](N(C)C)[N:21]([CH3:23])[CH3:22])(C)(C)C, predict the reaction product. The product is: [CH3:1][O:2][C:3](=[O:14])[C:4]1[CH:9]=[CH:8][C:7]([N+:10]([O-:12])=[O:11])=[CH:6][C:5]=1/[CH:13]=[CH:20]/[N:21]([CH3:23])[CH3:22]. (5) Given the reactants F[C:2]1[CH:7]=[CH:6][C:5]([C:8]2[O:9][C:10]3[CH:16]=[CH:15][CH:14]=[CH:13][C:11]=3[N:12]=2)=[CH:4][C:3]=1[N+:17]([O-:19])=[O:18].C(=O)([O-])[O-].[K+].[K+].[CH2:26]([NH2:31])[C:27]([CH3:30])([CH3:29])[CH3:28].O, predict the reaction product. The product is: [CH2:26]([NH:31][C:2]1[CH:7]=[CH:6][C:5]([C:8]2[O:9][C:10]3[CH:16]=[CH:15][CH:14]=[CH:13][C:11]=3[N:12]=2)=[CH:4][C:3]=1[N+:17]([O-:19])=[O:18])[C:27]([CH3:30])([CH3:29])[CH3:28].